This data is from Full USPTO retrosynthesis dataset with 1.9M reactions from patents (1976-2016). The task is: Predict the reactants needed to synthesize the given product. (1) Given the product [CH3:20][O:21][C:22]([C:23]1[CH:24]=[C:25]([OH:27])[C:34]2[C:29](=[C:30]([N+:36]([O-:38])=[O:37])[CH:31]=[CH:32][C:33]=2[Br:35])[N:28]=1)=[O:39], predict the reactants needed to synthesize it. The reactants are: BrC1C=CC(NC(=CC([O-])=O)C(OC)=O)=C(OC)C=1.[CH3:20][O:21][C:22](=[O:39])[C:23]([NH:28][C:29]1[CH:34]=[C:33]([Br:35])[CH:32]=[CH:31][C:30]=1[N+:36]([O-:38])=[O:37])=[CH:24][C:25]([O-:27])=O. (2) Given the product [F:1][C:2]1[CH:7]=[C:6]([N+:13]([O-:15])=[O:14])[C:5]([F:8])=[CH:4][C:3]=1[NH:9][C:10](=[O:12])[CH3:11], predict the reactants needed to synthesize it. The reactants are: [F:1][C:2]1[CH:7]=[CH:6][C:5]([F:8])=[CH:4][C:3]=1[NH:9][C:10](=[O:12])[CH3:11].[N+:13]([O-])([OH:15])=[O:14]. (3) Given the product [C:1]1([C@H:7]2[CH2:9][C@@H:8]2[NH:10][C@H:12]2[CH2:13][CH2:14][C@H:15]([NH:18][C:19](=[O:25])[O:20][C:21]([CH3:23])([CH3:22])[CH3:24])[CH2:16][CH2:17]2)[CH:6]=[CH:5][CH:4]=[CH:3][CH:2]=1.[C:1]1([C@H:7]2[CH2:9][C@@H:8]2[NH:10][C@@H:12]2[CH2:13][CH2:14][C@H:15]([NH:18][C:19](=[O:25])[O:20][C:21]([CH3:23])([CH3:22])[CH3:24])[CH2:16][CH2:17]2)[CH:6]=[CH:5][CH:4]=[CH:3][CH:2]=1, predict the reactants needed to synthesize it. The reactants are: [C:1]1([C@H:7]2[CH2:9][C@@H:8]2[NH2:10])[CH:6]=[CH:5][CH:4]=[CH:3][CH:2]=1.O=[C:12]1[CH2:17][CH2:16][CH:15]([NH:18][C:19](=[O:25])[O:20][C:21]([CH3:24])([CH3:23])[CH3:22])[CH2:14][CH2:13]1.C(O)(=O)C.C(O[BH-](OC(=O)C)OC(=O)C)(=O)C.[Na+]. (4) Given the product [F:1][C:2]1[CH:3]=[N:4][N:5]([C:7]2([C:10]3[NH:14][C:20]4[C:21]([N:22]=3)=[CH:16][N:17]=[C:18]([N:23]3[CH2:28][CH2:27][CH2:26][C@@H:25]([C:29]([N:31]5[CH2:35][CH2:34][CH2:33][CH2:32]5)=[O:30])[CH2:24]3)[N:19]=4)[CH2:8][CH2:9]2)[CH:6]=1, predict the reactants needed to synthesize it. The reactants are: [F:1][C:2]1[CH:3]=[N:4][N:5]([C:7]2([C:10](=[NH:14])OCC)[CH2:9][CH2:8]2)[CH:6]=1.N[C:16]1[C:21]([NH2:22])=[CH:20][N:19]=[C:18]([N:23]2[CH2:28][CH2:27][CH2:26][C@@H:25]([C:29]([N:31]3[CH2:35][CH2:34][CH2:33][CH2:32]3)=[O:30])[CH2:24]2)[N:17]=1. (5) Given the product [Si:3]([O:10][CH2:11][CH2:12][N:13]([C:27]1[CH:32]=[CH:31][CH:30]=[CH:29][CH:28]=1)[C:14](=[O:26])[CH2:15][C:16]1[CH:17]=[C:18]([CH:23]=[CH:24][CH:25]=1)[C:19]([NH:1][OH:2])=[O:20])([C:6]([CH3:9])([CH3:8])[CH3:7])([CH3:5])[CH3:4], predict the reactants needed to synthesize it. The reactants are: [NH2:1][OH:2].[Si:3]([O:10][CH2:11][CH2:12][N:13]([C:27]1[CH:32]=[CH:31][CH:30]=[CH:29][CH:28]=1)[C:14](=[O:26])[CH2:15][C:16]1[CH:17]=[C:18]([CH:23]=[CH:24][CH:25]=1)[C:19](OC)=[O:20])([C:6]([CH3:9])([CH3:8])[CH3:7])([CH3:5])[CH3:4].[C-]#N.[K+].[NH4+].[Cl-].Cl. (6) Given the product [CH2:18]([C:14]([OH:17])([CH2:15][CH3:16])/[CH:13]=[CH:12]/[C:9]1[CH:10]=[CH:11][C:6]([C:3]([CH2:4][CH3:5])([C:21]2[CH:33]=[CH:32][C:24]([O:25][CH2:26][CH2:27][CH2:28][CH2:29][C:30]3[NH:41][N:40]=[N:39][N:31]=3)=[C:23]([CH3:34])[CH:22]=2)[CH2:1][CH3:2])=[CH:7][C:8]=1[CH3:20])[CH3:19], predict the reactants needed to synthesize it. The reactants are: [CH2:1]([C:3]([C:21]1[CH:33]=[CH:32][C:24]([O:25][CH2:26][CH2:27][CH2:28][CH2:29][C:30]#[N:31])=[C:23]([CH3:34])[CH:22]=1)([C:6]1[CH:11]=[CH:10][C:9](/[CH:12]=[CH:13]/[C:14]([CH2:18][CH3:19])([OH:17])[CH2:15][CH3:16])=[C:8]([CH3:20])[CH:7]=1)[CH2:4][CH3:5])[CH3:2].[Sn]([N:39]=[N+:40]=[N-:41])(C)(C)C.O. (7) Given the product [CH2:18]([N:15]1[C:16]2[CH:17]=[C:9]3[N:8]=[C:7]([C:3]4[C:2]([NH:1][C:29]([C:25]5[S:24][CH:28]=[CH:27][CH:26]=5)=[O:30])=[CH:6][NH:5][N:4]=4)[NH:23][C:10]3=[CH:11][C:12]=2[C:13]([CH3:22])([CH3:21])[C:14]1=[O:20])[CH3:19], predict the reactants needed to synthesize it. The reactants are: [NH2:1][C:2]1[C:3]([C:7]2[NH:23][C:10]3=[CH:11][C:12]4[C:13]([CH3:22])([CH3:21])[C:14](=[O:20])[N:15]([CH2:18][CH3:19])[C:16]=4[CH:17]=[C:9]3[N:8]=2)=[N:4][NH:5][CH:6]=1.[S:24]1[CH:28]=[CH:27][CH:26]=[C:25]1[C:29](Cl)=[O:30].